Dataset: Full USPTO retrosynthesis dataset with 1.9M reactions from patents (1976-2016). Task: Predict the reactants needed to synthesize the given product. Given the product [ClH:36].[NH2:16][C@H:15]([C:24](=[O:26])[N:37]1[CH2:41][CH2:40][CH2:39][CH2:38]1)[CH2:14][CH2:13][CH2:12][NH:11][S:33]([CH:27]1[CH2:32][CH2:31][CH2:30][CH2:29][CH2:28]1)(=[O:35])=[O:34], predict the reactants needed to synthesize it. The reactants are: C(OC([NH:11][CH2:12][CH2:13][CH2:14][C@@H:15]([C:24]([OH:26])=O)[NH:16]C(OC(C)(C)C)=O)=O)C1C=CC=CC=1.[CH:27]1([S:33]([Cl:36])(=[O:35])=[O:34])[CH2:32][CH2:31][CH2:30][CH2:29][CH2:28]1.[NH:37]1[CH2:41][CH2:40][CH2:39][CH2:38]1.